This data is from Reaction yield outcomes from USPTO patents with 853,638 reactions. The task is: Predict the reaction yield, written as a fraction of the theoretical maximum amount of product (1.0 means a 100% yield; for example, 0.34 means a 34% yield). (1) The reactants are [CH3:1][N:2]1[CH:6]=[C:5]([C:7]2[CH:12]=[CH:11][C:10]([NH:13][C:14]3[S:18][C:17]([C:19]([O:21][CH3:22])=[O:20])=[C:16]([O:23][CH2:24][C:25]4[CH:30]=[CH:29][CH:28]=[CH:27][CH:26]=4)[CH:15]=3)=[C:9]([N+:31]([O-])=O)[CH:8]=2)[CH:4]=[N:3]1.[CH3:34]OC(OC)OC.C(O)=O. The catalyst is CO.[Zn]. The product is [CH3:1][N:2]1[CH:6]=[C:5]([C:7]2[CH:12]=[CH:11][C:10]3[N:13]([C:14]4[S:18][C:17]([C:19]([O:21][CH3:22])=[O:20])=[C:16]([O:23][CH2:24][C:25]5[CH:30]=[CH:29][CH:28]=[CH:27][CH:26]=5)[CH:15]=4)[CH:34]=[N:31][C:9]=3[CH:8]=2)[CH:4]=[N:3]1. The yield is 0.890. (2) The reactants are [F:1][C:2]1[CH:7]=[CH:6][C:5]([CH:8]2[O:12]C(=O)[NH:10][CH:9]2[CH2:14][C:15]2[CH:20]=[CH:19][CH:18]=[CH:17][C:16]=2[C:21]([F:24])([F:23])[F:22])=[CH:4][CH:3]=1.[OH-].[Na+]. The catalyst is C(O)C. The product is [NH2:10][CH:9]([CH2:14][C:15]1[CH:20]=[CH:19][CH:18]=[CH:17][C:16]=1[C:21]([F:24])([F:22])[F:23])[CH:8]([C:5]1[CH:6]=[CH:7][C:2]([F:1])=[CH:3][CH:4]=1)[OH:12]. The yield is 0.750. (3) The reactants are [C:1]1([C:39]2[CH:44]=[CH:43][CH:42]=[CH:41][CH:40]=2)[CH:6]=[CH:5][C:4]([N:7]([C:27]2[CH:32]=[CH:31][C:30]([C:33]3[CH:38]=[CH:37][CH:36]=[CH:35][CH:34]=3)=[CH:29][CH:28]=2)[C:8]2[CH:13]=[CH:12][C:11]([C:14]3[CH:19]=[CH:18][C:17]([NH:20][C:21]4[CH:26]=[CH:25][CH:24]=[CH:23][CH:22]=4)=[CH:16][CH:15]=3)=[CH:10][CH:9]=2)=[CH:3][CH:2]=1.I[C:46]1[CH:51]=[CH:50][C:49]([C:52]2[CH:57]=[CH:56][C:55]([C:58]3[CH:63]=[CH:62][C:61](I)=[CH:60][CH:59]=3)=[CH:54][CH:53]=2)=[CH:48][CH:47]=1.C(=O)([O-])[O-].[K+].[K+].[CH3:71][CH2:72][CH2:73][CH2:74][CH2:75][CH2:76][CH2:77][CH2:78][CH2:79][CH2:80][CH2:81][CH3:82]. The catalyst is C1(C)C=CC=CC=1.[Cu].C(OCC)(=O)C. The product is [C:30]1([C:33]2[CH:38]=[CH:37][CH:36]=[CH:35][CH:34]=2)[CH:31]=[CH:32][C:27]([N:7]([C:4]2[CH:3]=[CH:2][C:1]([C:39]3[CH:40]=[CH:41][CH:42]=[CH:43][CH:44]=3)=[CH:6][CH:5]=2)[C:8]2[CH:9]=[CH:10][C:11]([C:14]3[CH:19]=[CH:18][C:17]([N:20]([C:21]4[CH:26]=[CH:25][CH:24]=[CH:23][CH:22]=4)[C:46]4[CH:51]=[CH:50][C:49]([C:52]5[CH:57]=[CH:56][C:55]([C:58]6[CH:63]=[CH:62][C:61]([N:20]([C:80]7[CH:81]=[CH:82][C:77]([C:76]8[CH:71]=[CH:72][C:73]([N:7]([C:8]9[CH:9]=[CH:10][C:11]([C:14]%10[CH:19]=[CH:18][CH:17]=[CH:16][CH:15]=%10)=[CH:12][CH:13]=9)[C:4]9[CH:5]=[CH:6][C:1]([C:39]%10[CH:44]=[CH:43][CH:42]=[CH:41][CH:40]=%10)=[CH:2][CH:3]=9)=[CH:74][CH:75]=8)=[CH:78][CH:79]=7)[C:21]7[CH:26]=[CH:25][CH:24]=[CH:23][CH:22]=7)=[CH:60][CH:59]=6)=[CH:54][CH:53]=5)=[CH:48][CH:47]=4)=[CH:16][CH:15]=3)=[CH:12][CH:13]=2)=[CH:28][CH:29]=1. The yield is 0.659. (4) The reactants are [CH:1]1([N:6]2[C:14]3[C:9](=[CH:10][CH:11]=[C:12]([C:15]4[N:19]([C:20]5[CH:28]=[CH:27][C:23]([C:24]([OH:26])=O)=[CH:22][CH:21]=5)[N:18]=[CH:17][CH:16]=4)[CH:13]=3)[C:8]([CH2:29][CH3:30])=[N:7]2)[CH2:5][CH2:4][CH2:3][CH2:2]1.[CH2:31]([NH:33][CH2:34][CH3:35])[CH3:32].CN(C(ON1N=NC2C=CC=NC1=2)=[N+](C)C)C.F[P-](F)(F)(F)(F)F.C(N(CC)C(C)C)(C)C. The catalyst is CN(C)C=O. The product is [CH:1]1([N:6]2[C:14]3[C:9](=[CH:10][CH:11]=[C:12]([C:15]4[N:19]([C:20]5[CH:21]=[CH:22][C:23]([C:24]([N:33]([CH2:34][CH3:35])[CH2:31][CH3:32])=[O:26])=[CH:27][CH:28]=5)[N:18]=[CH:17][CH:16]=4)[CH:13]=3)[C:8]([CH2:29][CH3:30])=[N:7]2)[CH2:5][CH2:4][CH2:3][CH2:2]1. The yield is 0.580. (5) The reactants are Br[C:2]1[CH:3]=[CH:4][C:5]2[O:9][C:8]([CH:10]([NH:17][C:18]3[CH:23]=[CH:22][C:21]([C:24]([N:26]([CH3:34])[CH2:27][CH2:28][C:29]([O:31][CH2:32][CH3:33])=[O:30])=[O:25])=[CH:20][CH:19]=3)[CH:11]3[CH2:16][CH2:15][CH2:14][CH2:13][CH2:12]3)=[C:7]([CH3:35])[C:6]=2[CH:36]=1.[CH3:37][O:38][C:39]1[N:44]=[CH:43][C:42](B(O)O)=[CH:41][CH:40]=1.C(=O)([O-])[O-].[K+].[K+]. The catalyst is CN(C)C(=O)C. The product is [CH:11]1([CH:10]([NH:17][C:18]2[CH:19]=[CH:20][C:21]([C:24]([N:26]([CH3:34])[CH2:27][CH2:28][C:29]([O:31][CH2:32][CH3:33])=[O:30])=[O:25])=[CH:22][CH:23]=2)[C:8]2[O:9][C:5]3[CH:4]=[CH:3][C:2]([C:42]4[CH:43]=[N:44][C:39]([O:38][CH3:37])=[CH:40][CH:41]=4)=[CH:36][C:6]=3[C:7]=2[CH3:35])[CH2:16][CH2:15][CH2:14][CH2:13][CH2:12]1. The yield is 0.580. (6) The reactants are Cl[C:2]1[N:7]=[C:6]([C:8]2[CH:9]=[C:10]3[C:15](=[O:16])[NH:14][CH2:13][CH2:12][N:11]3[CH:17]=2)[CH:5]=[CH:4][N:3]=1.[NH2:18][C:19]1[CH:20]=[C:21](B(O)O)[CH:22]=[CH:23][C:24]=1[O:25][CH3:26].C(=O)([O-])[O-].[Cs+].[Cs+].O1CCOCC1.O. The catalyst is C1C=CC(P(C2C=CC=CC=2)[C-]2C=CC=C2)=CC=1.C1C=CC(P(C2C=CC=CC=2)[C-]2C=CC=C2)=CC=1.Cl[Pd]Cl.[Fe+2].O. The product is [NH2:18][C:19]1[CH:20]=[C:21]([C:2]2[N:7]=[C:6]([C:8]3[CH:9]=[C:10]4[C:15](=[O:16])[NH:14][CH2:13][CH2:12][N:11]4[CH:17]=3)[CH:5]=[CH:4][N:3]=2)[CH:22]=[CH:23][C:24]=1[O:25][CH3:26]. The yield is 0.180.